This data is from Full USPTO retrosynthesis dataset with 1.9M reactions from patents (1976-2016). The task is: Predict the reactants needed to synthesize the given product. (1) Given the product [Si:60]([O:59][C@H:20]([C:12]1[CH:11]=[CH:10][C:9]([OH:8])=[C:18]2[C:13]=1[CH:14]=[CH:15][C:16](=[O:19])[NH:17]2)[CH2:21][NH:22][CH2:23][CH2:24][C:25]1[CH:30]=[CH:29][C:28]([O:31][CH2:32][CH2:33][CH2:34][CH2:35][C:36]2[CH:41]=[CH:40][C:39]([OH:42])=[C:38]([C@@H:43]([C:53]3[CH:54]=[CH:55][CH:56]=[CH:57][CH:58]=3)[CH2:44][CH2:45][N:46]([CH:47]([CH3:49])[CH3:48])[CH:50]([CH3:52])[CH3:51])[CH:37]=2)=[CH:27][CH:26]=1)([C:63]([CH3:66])([CH3:64])[CH3:65])([CH3:62])[CH3:61], predict the reactants needed to synthesize it. The reactants are: C([O:8][C:9]1[CH:10]=[CH:11][C:12]([C@@H:20]([O:59][Si:60]([C:63]([CH3:66])([CH3:65])[CH3:64])([CH3:62])[CH3:61])[CH2:21][NH:22][CH2:23][CH2:24][C:25]2[CH:30]=[CH:29][C:28]([O:31][CH2:32][CH2:33][CH2:34][CH2:35][C:36]3[CH:41]=[CH:40][C:39]([OH:42])=[C:38]([C@@H:43]([C:53]4[CH:58]=[CH:57][CH:56]=[CH:55][CH:54]=4)[CH2:44][CH2:45][N:46]([CH:50]([CH3:52])[CH3:51])[CH:47]([CH3:49])[CH3:48])[CH:37]=3)=[CH:27][CH:26]=2)=[C:13]2[C:18]=1[NH:17][C:16](=[O:19])[CH:15]=[CH:14]2)C1C=CC=CC=1.C([O-])=O.[NH4+]. (2) Given the product [OH:3][C:2]([C:4]([F:7])([F:6])[F:5])=[O:1].[OH:47][C:41]([C:43]([F:46])([F:45])[F:44])=[O:42].[CH2:8]([C:15]1[CH:19]=[C:18]([CH:20]2[CH2:25][CH2:24][NH:23][CH2:22][CH2:21]2)[NH:17][N:16]=1)[C:9]1[CH:14]=[CH:13][CH:12]=[CH:11][CH:10]=1, predict the reactants needed to synthesize it. The reactants are: [OH:1][C:2]([C:4]([F:7])([F:6])[F:5])=[O:3].[CH2:8]([C:15]1[CH:19]=[C:18]([CH:20]2[CH2:25][CH2:24][N:23](C(OC(C)(C)C)=O)[CH2:22][CH2:21]2)[NH:17][N:16]=1)[C:9]1[CH:14]=[CH:13][CH:12]=[CH:11][CH:10]=1.C1(OC)C=CC=CC=1.[C:41]([OH:47])([C:43]([F:46])([F:45])[F:44])=[O:42].